This data is from Experimentally validated miRNA-target interactions with 360,000+ pairs, plus equal number of negative samples. The task is: Binary Classification. Given a miRNA mature sequence and a target amino acid sequence, predict their likelihood of interaction. (1) The miRNA is hsa-miR-6773-3p with sequence ACUGUCACUUCUCUGCCCAUAG. The protein sequence of the target gene is MAPACLLAPLLLLLLGGFPLVPGESIRETEVIDPQDLLEGRYFSGALPDDEDAGGSDDFELSGSGDLDDTEEPRPFPEVIEPLVPLDNHIPENAQPGIRVPSEPKELEENEVIPKRAPSDVGDDMSNKVSMSSTAQGSNIFERTEVLAALIVGGVVGILFAVFLILLLVYRMKKKDEGSYDLGKKPIYKKAPTNEFYA. Result: 0 (no interaction). (2) The miRNA is hsa-miR-26a-1-3p with sequence CCUAUUCUUGGUUACUUGCACG. The protein sequence of the target gene is MSGSCAAPGPGSGSSPAACRFAHYFVLCGIDADSGLEPDELAGENFDQSPLRRTFKSKVLAHYPQNIEWNPFDQDAVNMLCMPKGLSFRTQTDNKDPQFHSFIITREDGSRTYGFVLTFYEEVTSKQICTAMQTLYQMHNAEHYSSVYASSSCSMDSLASSLDEGDTTSLLKLQRYNSYDISRDTLYVSKSICLITPLPFMQACKKFLIQLYKAVTSQQPPPLPLESYIHNILYEVPLPPPGRSLKFYGVYEPVICQRPGPSELPLSDYPLREAFELLGLENLVQVFTCVLLEMQILLYS.... Result: 0 (no interaction). (3) The miRNA is hsa-miR-500a-3p with sequence AUGCACCUGGGCAAGGAUUCUG. Result: 0 (no interaction). The protein sequence of the target gene is MAPPSRHCLLLISTLGVFALNCFTKGQKNSTLIFTRENTIRNCSCSADIRDCDYSLANLMCNCKTVLPLAVERTSYNGHLTIWFTDTSALGHLLNFTLVQDLKLSLCSTNTLPTEYLAICGLKRLRINMEAKHPFPEQSLLIHSGGDSDSREKPMWLHKGWQPCMYISFLDMALFNRDSAFKSYSIENVTSIANNFPDFSYFRTFPMPSNKSYVVTFIY. (4) The miRNA is hsa-miR-142-5p with sequence CAUAAAGUAGAAAGCACUACU. The protein sequence of the target gene is MARAMAAAWPLLLVALLVLSWPPPGTGDVVVQAPTQVPGFLGDSVTLPCYLQVPNMEVTHVSQLTWARHGESGSMAVFHQTQGPSYSESKRLEFVAARLGAELRNASLRMFGLRVEDEGNYTCLFVTFPQGSRSVDIWLRVLAKPQNTAEVQKVQLTGEPVPMARCVSTGGRPPAQITWHSDLGGMPNTSQVPGFLSGTVTVTSLWILVPSSQVDGKNVTCKVEHESFEKPQLLTVNLTVYYPPEVSISGYDNNWYLGQNEATLTCDARSNPEPTGYNWSTTMGPLPPFAVAQGAQLLIR.... Result: 1 (interaction).